Dataset: Forward reaction prediction with 1.9M reactions from USPTO patents (1976-2016). Task: Predict the product of the given reaction. (1) Given the reactants [NH2:1][C:2]1[CH:3]=[C:4]([CH2:7][CH2:8][C:9]2[CH:10]=[C:11]([NH:15]C(=O)OC(C)(C)C)[CH:12]=[CH:13][CH:14]=2)[NH:5][N:6]=1.Cl[C:24]1[CH:29]=[CH:28][N:27]=[C:26]([NH:30][CH2:31][C:32]2[O:36][N:35]=[C:34]([CH3:37])[CH:33]=2)[N:25]=1, predict the reaction product. The product is: [NH2:15][C:11]1[CH:10]=[C:9]([CH2:8][CH2:7][C:4]2[NH:5][N:6]=[C:2]([NH:1][C:24]3[CH:29]=[CH:28][N:27]=[C:26]([NH:30][CH2:31][C:32]4[O:36][N:35]=[C:34]([CH3:37])[CH:33]=4)[N:25]=3)[CH:3]=2)[CH:14]=[CH:13][CH:12]=1. (2) Given the reactants [CH3:1][C:2]1[CH:7]=[C:6]([N+:8]([O-:10])=[O:9])[CH:5]=[CH:4][C:3]=1[N:11]=[C:12]=[S:13].[CH2:14]([CH:16]([CH2:19][CH3:20])[CH2:17][NH2:18])[CH3:15].Cl[CH2:22][C:23](O)=[O:24], predict the reaction product. The product is: [CH3:1][C:2]1[CH:7]=[C:6]([N+:8]([O-:10])=[O:9])[CH:5]=[CH:4][C:3]=1[N:11]=[C:12]1[N:18]([CH2:17][CH:16]([CH2:19][CH3:20])[CH2:14][CH3:15])[C:23](=[O:24])[CH2:22][S:13]1. (3) Given the reactants [CH3:1][C:2]([C:4]1[CH:12]=[CH:11][C:9]([OH:10])=[C:6]([O:7][CH3:8])[CH:5]=1)=[O:3].C1C=CC(N([S:20]([C:23]([F:26])([F:25])[F:24])(=[O:22])=[O:21])[S:20]([C:23]([F:26])([F:25])[F:24])(=[O:22])=[O:21])=CC=1.C(=O)([O-])[O-].[Cs+].[Cs+], predict the reaction product. The product is: [F:24][C:23]([F:26])([F:25])[S:20]([O:10][C:9]1[CH:11]=[CH:12][C:4]([C:2](=[O:3])[CH3:1])=[CH:5][C:6]=1[O:7][CH3:8])(=[O:22])=[O:21]. (4) Given the reactants [CH2:1]([Mg]Cl)[CH2:2][CH3:3].CN1CCCC1=O.Br[C:14]1[CH:19]=[CH:18][C:17]([F:20])=[CH:16][N:15]=1, predict the reaction product. The product is: [F:20][C:17]1[CH:18]=[CH:19][C:14]([CH2:1][CH2:2][CH3:3])=[N:15][CH:16]=1. (5) The product is: [O:2]=[C:3]1[CH2:8][CH2:7][N:6]([C:18]([O:17][C:14]([CH3:16])([CH3:15])[CH3:13])=[O:19])[CH2:5][CH:4]1[C:9]([O:11][CH3:12])=[O:10]. Given the reactants Cl.[O:2]=[C:3]1[CH2:8][CH2:7][NH:6][CH2:5][CH:4]1[C:9]([O:11][CH3:12])=[O:10].[CH3:13][C:14]([O:17][C:18](O[C:18]([O:17][C:14]([CH3:16])([CH3:15])[CH3:13])=[O:19])=[O:19])([CH3:16])[CH3:15].CCCCCC, predict the reaction product.